Dataset: Full USPTO retrosynthesis dataset with 1.9M reactions from patents (1976-2016). Task: Predict the reactants needed to synthesize the given product. (1) Given the product [CH:63]([C@@H:76]1[CH2:80][CH2:79][CH2:78][N:77]1[C:12]([C:11]1[CH:10]=[C:9]2[C:4]([C:5]([NH:15][CH:16]([C:18]3[NH:22][C:21]4[CH:23]=[CH:24][C:25]([Cl:27])=[CH:26][C:20]=4[N:19]=3)[CH3:17])=[N:6][CH:7]=[N:8]2)=[CH:3][C:2]=1[Cl:1])=[O:13])([C:70]1[CH:71]=[CH:72][CH:73]=[CH:74][CH:75]=1)[C:64]1[CH:69]=[CH:68][CH:67]=[CH:66][CH:65]=1, predict the reactants needed to synthesize it. The reactants are: [Cl:1][C:2]1[CH:3]=[C:4]2[C:9](=[CH:10][C:11]=1[C:12](O)=[O:13])[N:8]=[CH:7][N:6]=[C:5]2[NH:15][CH:16]([C:18]1[NH:22][C:21]2[CH:23]=[CH:24][C:25]([Cl:27])=[CH:26][C:20]=2[N:19]=1)[CH3:17].FC1C(OC(N(C)C)=[N+](C)C)=C(F)C(F)=C(F)C=1F.F[P-](F)(F)(F)(F)F.C(N(C(C)C)CC)(C)C.[CH:63]([C@@H:76]1[CH2:80][CH2:79][CH2:78][NH:77]1)([C:70]1[CH:75]=[CH:74][CH:73]=[CH:72][CH:71]=1)[C:64]1[CH:69]=[CH:68][CH:67]=[CH:66][CH:65]=1. (2) Given the product [ClH:24].[CH2:22]([O:5][C:4](=[O:6])[CH2:3][NH:2][CH3:1])[CH2:21][CH2:20][CH2:19][CH2:18][CH2:17][CH2:16][CH2:15][CH2:14][CH2:13][CH2:12][CH2:11][CH2:10][CH2:9][CH2:8][CH3:7], predict the reactants needed to synthesize it. The reactants are: [CH3:1][NH:2][CH2:3][C:4]([OH:6])=[O:5].[CH2:7](O)[CH2:8][CH2:9][CH2:10][CH2:11][CH2:12][CH2:13][CH2:14][CH2:15][CH2:16][CH2:17][CH2:18][CH2:19][CH2:20][CH2:21][CH3:22].[ClH:24].O1CCOCC1.